This data is from hERG potassium channel inhibition data for cardiac toxicity prediction from Karim et al.. The task is: Regression/Classification. Given a drug SMILES string, predict its toxicity properties. Task type varies by dataset: regression for continuous values (e.g., LD50, hERG inhibition percentage) or binary classification for toxic/non-toxic outcomes (e.g., AMES mutagenicity, cardiotoxicity, hepatotoxicity). Dataset: herg_karim. (1) The drug is Cc1cnc(NC(=O)[C@H](COC2CCC2)Oc2ncnc3c2cnn3-c2ccccc2Cl)cn1. The result is 0 (non-blocker). (2) The compound is O=C(/C=C/c1ccc2c(c1)CN(C(=O)C1CC1)C2)NO. The result is 0 (non-blocker). (3) The compound is O=C(NC1CCN(Cc2ccc3occc3c2)CC1)c1cc(=O)c2ccc(F)cc2o1. The result is 1 (blocker). (4) The compound is Cc1nn(-c2ccnc(Nc3ccc4c(c3)c(C)c(C)n4C)n2)cc1CN1CC(O)C1. The result is 0 (non-blocker). (5) The drug is COc1cc(C=Cc2nc3cc(Cl)ccc3c(=O)[nH]2)ccc1-n1cnc(C)c1. The result is 0 (non-blocker).